From a dataset of Full USPTO retrosynthesis dataset with 1.9M reactions from patents (1976-2016). Predict the reactants needed to synthesize the given product. The reactants are: Cl[C:2]1[CH:7]=[N:6][CH:5]=[C:4]([Cl:8])[N:3]=1.[OH:9][C:10]1[CH:11]=[C:12]2[C:17](=[CH:18][CH:19]=1)[N:16]=[CH:15][CH:14]=[CH:13]2. Given the product [Cl:8][C:4]1[CH:5]=[N:6][CH:7]=[C:2]([O:9][C:10]2[CH:11]=[C:12]3[C:17](=[CH:18][CH:19]=2)[N:16]=[CH:15][CH:14]=[CH:13]3)[N:3]=1, predict the reactants needed to synthesize it.